From a dataset of Forward reaction prediction with 1.9M reactions from USPTO patents (1976-2016). Predict the product of the given reaction. (1) Given the reactants Cl.[CH2:2]([O:4][CH2:5][C:6]1[CH:7]=[C:8]([NH2:21])[C:9]([CH3:20])=[C:10]([NH:12][CH2:13][CH2:14][N:15]2[CH2:19][CH2:18][CH2:17][CH2:16]2)[CH:11]=1)[CH3:3].[Cl:22][C:23]1[C:32]2[C:27](=[CH:28][C:29]([C:33]([OH:35])=[O:34])=[CH:30][CH:31]=2)[C:26](=[O:36])[NH:25][N:24]=1.ClC1C2C(=CC=C(C(O)=O)C=2)C(=O)NN=1.Cl.CN(C)CCCN=C=NCC.O.ON1C2C=CC=CC=2N=N1, predict the reaction product. The product is: [CH:33]([OH:35])=[O:34].[CH2:2]([O:4][CH2:5][C:6]1[CH:11]=[C:10]([NH:12][CH2:13][CH2:14][N:15]2[CH2:16][CH2:17][CH2:18][CH2:19]2)[C:9]([CH3:20])=[C:8]([NH:21][C:33]([C:29]2[CH:28]=[C:27]3[C:32](=[CH:31][CH:30]=2)[C:23]([Cl:22])=[N:24][NH:25][C:26]3=[O:36])=[O:34])[CH:7]=1)[CH3:3]. (2) The product is: [C:16]([O:20][C:21]([N:23]1[C:31]2[C:26](=[CH:27][C:28]([NH:32][CH:11]3[CH2:12][CH2:13][CH2:14][N:9]([CH2:2][C:3]4[CH:8]=[CH:7][CH:6]=[CH:5][CH:4]=4)[CH2:10]3)=[CH:29][CH:30]=2)[CH:25]=[N:24]1)=[O:22])([CH3:19])([CH3:17])[CH3:18]. Given the reactants Cl.[CH2:2]([N:9]1[CH2:14][CH2:13][CH2:12][C:11](=O)[CH2:10]1)[C:3]1[CH:8]=[CH:7][CH:6]=[CH:5][CH:4]=1.[C:16]([O:20][C:21]([N:23]1[C:31]2[C:26](=[CH:27][C:28]([NH2:32])=[CH:29][CH:30]=2)[CH:25]=[N:24]1)=[O:22])([CH3:19])([CH3:18])[CH3:17].CC(O)=O.[BH-](OC(C)=O)(OC(C)=O)OC(C)=O.[Na+], predict the reaction product.